From a dataset of Forward reaction prediction with 1.9M reactions from USPTO patents (1976-2016). Predict the product of the given reaction. Given the reactants [Br:1][CH2:2][CH2:3][C:4]#[C:5][C:6]1[CH:11]=[CH:10][C:9]([CH2:12][CH2:13][CH2:14][CH3:15])=[CH:8][CH:7]=1.[N:16]1[CH:21]=[CH:20][CH:19]=[C:18]([CH3:22])[CH:17]=1, predict the reaction product. The product is: [Br-:1].[CH2:12]([C:9]1[CH:10]=[CH:11][C:6]([C:5]#[C:4][CH2:3][CH2:2][N+:16]2[CH:21]=[CH:20][CH:19]=[C:18]([CH3:22])[CH:17]=2)=[CH:7][CH:8]=1)[CH2:13][CH2:14][CH3:15].